From a dataset of Full USPTO retrosynthesis dataset with 1.9M reactions from patents (1976-2016). Predict the reactants needed to synthesize the given product. (1) Given the product [CH:11]1([N:10]([CH:8]([C:6]2[CH:5]=[C:4]([Cl:14])[N:3]=[C:2]([Cl:1])[CH:7]=2)[CH3:9])[C:15](=[O:16])[O:17][C:18]([CH3:21])([CH3:20])[CH3:19])[CH2:12][CH2:13]1, predict the reactants needed to synthesize it. The reactants are: [Cl:1][C:2]1[CH:7]=[C:6]([CH:8]([NH:10][CH:11]2[CH2:13][CH2:12]2)[CH3:9])[CH:5]=[C:4]([Cl:14])[N:3]=1.[C:15](O[C:15]([O:17][C:18]([CH3:21])([CH3:20])[CH3:19])=[O:16])([O:17][C:18]([CH3:21])([CH3:20])[CH3:19])=[O:16].C(N(CC)CC)C.O. (2) Given the product [CH2:1]([O:3][C:4](=[O:38])[CH:5]([O:30][CH2:31][C:32]1[CH:33]=[CH:34][CH:35]=[CH:36][CH:37]=1)[CH2:6][C:7]1[CH:12]=[CH:11][C:10]([CH2:13][CH2:14][N:15]([CH2:16][CH2:17][CH2:18][CH2:19][CH2:20][CH2:21][CH3:22])[C:40]([NH:39][C:42]2[CH:47]=[CH:46][C:45]([CH:48]([CH3:50])[CH3:49])=[CH:44][CH:43]=2)=[O:41])=[CH:9][CH:8]=1)[CH3:2], predict the reactants needed to synthesize it. The reactants are: [CH2:1]([O:3][C:4](=[O:38])[CH:5]([O:30][CH2:31][C:32]1[CH:37]=[CH:36][CH:35]=[CH:34][CH:33]=1)[CH2:6][C:7]1[CH:12]=[CH:11][C:10]([CH2:13][CH2:14][N:15](C(OC(C)(C)C)=O)[CH2:16][CH2:17][CH2:18][CH2:19][CH2:20][CH2:21][CH3:22])=[CH:9][CH:8]=1)[CH3:2].[N:39]([C:42]1[CH:47]=[CH:46][C:45]([CH:48]([CH3:50])[CH3:49])=[CH:44][CH:43]=1)=[C:40]=[O:41]. (3) The reactants are: [C:1]([C:9]1[CH:14]=[CH:13][C:12]([CH2:15][C:16]([OH:18])=[O:17])=[CH:11][CH:10]=1)(=[O:8])[C:2]1[CH:7]=[CH:6][CH:5]=[CH:4][CH:3]=1.[O:19]=S(Cl)Cl.[CH3:23][O:24][C:25]1[CH:26]=[C:27]([CH2:33][CH2:34][NH2:35])[CH:28]=[CH:29][C:30]=1[O:31][CH3:32].C(S)CS.[BH4-].[Na+].[CH3:42][OH:43]. Given the product [C:16]([OH:18])(=[O:17])[C:42]([OH:19])=[O:43].[CH3:23][O:24][C:25]1[CH:26]=[C:27]2[C:28](=[CH:29][C:30]=1[O:31][CH3:32])[CH:16]([CH2:15][C:12]1[CH:11]=[CH:10][C:9]([C:1]([C:2]3[CH:3]=[CH:4][CH:5]=[CH:6][CH:7]=3)=[O:8])=[CH:14][CH:13]=1)[NH:35][CH2:34][CH2:33]2, predict the reactants needed to synthesize it. (4) Given the product [F:7][C:8]1[CH:9]=[CH:10][C:11]([N:14]2[CH2:15][CH2:16][N:17]([C:20]([CH3:27])([CH3:26])[CH2:21][OH:22])[CH2:18][CH2:19]2)=[CH:12][CH:13]=1, predict the reactants needed to synthesize it. The reactants are: [H-].[Al+3].[Li+].[H-].[H-].[H-].[F:7][C:8]1[CH:13]=[CH:12][C:11]([N:14]2[CH2:19][CH2:18][N:17]([C:20]([CH3:27])([CH3:26])[C:21](OCC)=[O:22])[CH2:16][CH2:15]2)=[CH:10][CH:9]=1.[OH-].[Na+]. (5) The reactants are: [NH2:1][C:2]1[CH:3]=[CH:4][C:5]2[S:9][C:8]([CH3:10])=[N:7][C:6]=2[CH:11]=1.[CH3:12][O:13][C:14]([C:16]1[CH:24]=[CH:23][C:19]([C:20](O)=[O:21])=[CH:18][CH:17]=1)=[O:15]. Given the product [CH3:12][O:13][C:14](=[O:15])[C:16]1[CH:24]=[CH:23][C:19]([C:20]([NH:1][C:2]2[CH:3]=[CH:4][C:5]3[S:9][C:8]([CH3:10])=[N:7][C:6]=3[CH:11]=2)=[O:21])=[CH:18][CH:17]=1, predict the reactants needed to synthesize it. (6) Given the product [CH3:27][S:24]([O:8][CH2:9][CH2:10][NH:11][S:12]([C:15]1[CH:20]=[CH:19][CH:18]=[CH:17][C:16]=1[N+:21]([O-:23])=[O:22])(=[O:14])=[O:13])(=[O:26])=[O:25], predict the reactants needed to synthesize it. The reactants are: C(N(CC)CC)C.[OH:8][CH2:9][CH2:10][NH:11][S:12]([C:15]1[CH:20]=[CH:19][CH:18]=[CH:17][C:16]=1[N+:21]([O-:23])=[O:22])(=[O:14])=[O:13].[S:24](Cl)([CH3:27])(=[O:26])=[O:25].CCCCCC.C(OCC)(=O)C. (7) The reactants are: [Cl:1][C:2]1[CH:3]=[C:4]([C:9]2[C:21]([O:22][CH3:23])=[CH:20][C:12]([C:13]([NH:15][S:16]([CH3:19])(=[O:18])=[O:17])=[O:14])=[C:11]([F:24])[CH:10]=2)[CH:5]=[N:6][C:7]=1F.C([O-])([O-])=O.[Cs+].[Cs+].[CH:31]1([OH:35])[CH2:34][CH2:33][CH2:32]1. Given the product [Cl:1][C:2]1[CH:3]=[C:4]([C:9]2[C:21]([O:22][CH3:23])=[CH:20][C:12]([C:13]([NH:15][S:16]([CH3:19])(=[O:18])=[O:17])=[O:14])=[C:11]([F:24])[CH:10]=2)[CH:5]=[N:6][C:7]=1[O:35][CH:31]1[CH2:34][CH2:33][CH2:32]1, predict the reactants needed to synthesize it.